This data is from Forward reaction prediction with 1.9M reactions from USPTO patents (1976-2016). The task is: Predict the product of the given reaction. (1) The product is: [OH:10][C:11]1[CH:19]=[CH:18][C:17]2[C:7](=[O:8])[CH2:6][O:20][C:16]=2[C:12]=1[C:13]([OH:15])=[O:14]. Given the reactants [Cl-].[Al+3].[Cl-].[Cl-].Cl[CH2:6][C:7](Cl)=[O:8].[OH:10][C:11]1[CH:19]=[CH:18][CH:17]=[C:16]([OH:20])[C:12]=1[C:13]([OH:15])=[O:14].C(OCC)(=O)C, predict the reaction product. (2) The product is: [OH:2][CH2:1][C:3]1[CH:4]=[CH:5][C:6]([O:11][C:12]2[CH:17]=[CH:16][CH:15]=[C:14]([C:18]([F:19])([F:20])[F:21])[CH:13]=2)=[C:7]([CH:10]=1)[C:8]#[N:9]. Given the reactants [CH:1]([C:3]1[CH:4]=[CH:5][C:6]([O:11][C:12]2[CH:17]=[CH:16][CH:15]=[C:14]([C:18]([F:21])([F:20])[F:19])[CH:13]=2)=[C:7]([CH:10]=1)[C:8]#[N:9])=[O:2].[BH4-].[Na+], predict the reaction product. (3) Given the reactants I[C:2]1[N:6]([C:7]2[CH:12]=[CH:11][CH:10]=[CH:9][CH:8]=2)[N:5]=[C:4]([NH2:13])[CH:3]=1.[Cl:14][C:15]1[CH:16]=[C:17](B2OC(C)(C)C(C)(C)O2)[CH:18]=[C:19]([CH2:21][O:22][C:23]([CH3:29])([CH3:28])[C:24]([F:27])([F:26])[F:25])[CH:20]=1.C1(P(C2CCCCC2)C2CCCCC2)CCCCC1.C(=O)([O-])[O-].[Na+].[Na+], predict the reaction product. The product is: [Cl:14][C:15]1[CH:16]=[C:17]([C:2]2[N:6]([C:7]3[CH:12]=[CH:11][CH:10]=[CH:9][CH:8]=3)[N:5]=[C:4]([NH2:13])[CH:3]=2)[CH:18]=[C:19]([CH2:21][O:22][C:23]([CH3:29])([CH3:28])[C:24]([F:25])([F:26])[F:27])[CH:20]=1.